Dataset: Catalyst prediction with 721,799 reactions and 888 catalyst types from USPTO. Task: Predict which catalyst facilitates the given reaction. (1) Reactant: [CH3:1][O:2][N:3]1[C:12]2[C:7](=[CH:8][C:9]([I:13])=[CH:10][CH:11]=2)[C:6](=[O:14])[C:5]([C:15]([O:17]CC)=[O:16])=[CH:4]1.C(#N)C.[OH-].[Li+].C(O)(=O)CC(CC(O)=O)(C(O)=O)O. The catalyst class is: 1. Product: [I:13][C:9]1[CH:8]=[C:7]2[C:12](=[CH:11][CH:10]=1)[N:3]([O:2][CH3:1])[CH:4]=[C:5]([C:15]([OH:17])=[O:16])[C:6]2=[O:14]. (2) Reactant: FC(F)(F)C(OC(=O)C(F)(F)F)=O.N1C=CC=CC=1.[Cl:20][CH2:21][CH2:22][CH2:23][O:24][C:25]1[CH:30]=[CH:29][C:28]([CH:31]2[CH:36]([C:37]3[CH:42]=[CH:41][C:40]([OH:43])=[CH:39][CH:38]=3)[C:35](O)([C:44]([F:47])([F:46])[F:45])[C:34]3[CH:49]=[CH:50][C:51]([OH:53])=[CH:52][C:33]=3[O:32]2)=[CH:27][CH:26]=1.[Cl-].[Na+]. Product: [Cl:20][CH2:21][CH2:22][CH2:23][O:24][C:25]1[CH:30]=[CH:29][C:28]([CH:31]2[C:36]([C:37]3[CH:42]=[CH:41][C:40]([OH:43])=[CH:39][CH:38]=3)=[C:35]([C:44]([F:47])([F:45])[F:46])[C:34]3[CH:49]=[CH:50][C:51]([OH:53])=[CH:52][C:33]=3[O:32]2)=[CH:27][CH:26]=1. The catalyst class is: 1. (3) Reactant: [C:1]1([N:7]([CH2:30][CH2:31][C:32]2[NH:36][N:35]=[N:34][N:33]=2)[C:8]([C:10]2[CH:29]=[CH:28][C:13]3[N:14]([CH3:27])[C:15]([CH2:17][CH2:18][C:19]4[CH:24]=[CH:23][C:22]([C:25]#[N:26])=[CH:21][CH:20]=4)=[N:16][C:12]=3[CH:11]=2)=[O:9])[CH:6]=[CH:5][CH:4]=[CH:3][CH:2]=1.[ClH:37].C(=O)([O-])[O-].[NH4+:42].[NH4+]. Product: [ClH:37].[C:1]1([N:7]([CH2:30][CH2:31][C:32]2[NH:36][N:35]=[N:34][N:33]=2)[C:8]([C:10]2[CH:29]=[CH:28][C:13]3[N:14]([CH3:27])[C:15]([CH2:17][CH2:18][C:19]4[CH:24]=[CH:23][C:22]([C:25](=[NH:42])[NH2:26])=[CH:21][CH:20]=4)=[N:16][C:12]=3[CH:11]=2)=[O:9])[CH:6]=[CH:5][CH:4]=[CH:3][CH:2]=1. The catalyst class is: 8. (4) Reactant: Cl.[Cl:2][C:3]1[CH:4]=[C:5]([NH:10][NH2:11])[CH:6]=[C:7]([Cl:9])[CH:8]=1.[C:12]([CH2:17][C:18](OCC)=[O:19])(=O)[CH:13]([CH3:15])[CH3:14]. Product: [Cl:2][C:3]1[CH:4]=[C:5]([N:10]2[C:18](=[O:19])[CH2:17][C:12]([CH:13]([CH3:15])[CH3:14])=[N:11]2)[CH:6]=[C:7]([Cl:9])[CH:8]=1. The catalyst class is: 8. (5) Reactant: [C:1]([O:4][CH2:5][C@@:6]([NH:26]C(=O)C)([CH3:25])[CH2:7][CH2:8][C:9]1[O:10][C:11]([C:14]#[C:15][CH2:16][CH2:17][CH2:18][C:19]2[CH:24]=[CH:23][CH:22]=[CH:21][CH:20]=2)=[CH:12][CH:13]=1)(=[O:3])[CH3:2].O1CCCC1.CO.[OH2:37].[OH-:38].[Li+]. Product: [C:2]([OH:38])(=[O:37])[C:1]([OH:4])=[O:3].[NH2:26][C@:6]([CH3:25])([CH2:7][CH2:8][C:9]1[O:10][C:11]([C:14]#[C:15][CH2:16][CH2:17][CH2:18][C:19]2[CH:20]=[CH:21][CH:22]=[CH:23][CH:24]=2)=[CH:12][CH:13]=1)[CH2:5][OH:4]. The catalyst class is: 6. (6) Reactant: [CH3:1][NH2:2].C[O:4][C:5]([C@@H:7]1[O:11][C:10](=[O:12])[N:9]([C:13]2[CH:14]=[C:15]3[C:19](=[CH:20][CH:21]=2)[N:18]([CH:22]([CH3:24])[CH3:23])[C:17](=[O:25])[CH2:16]3)[CH2:8]1)=O. Product: [CH3:1][NH:2][C:5]([C@@H:7]1[O:11][C:10](=[O:12])[N:9]([C:13]2[CH:14]=[C:15]3[C:19](=[CH:20][CH:21]=2)[N:18]([CH:22]([CH3:24])[CH3:23])[C:17](=[O:25])[CH2:16]3)[CH2:8]1)=[O:4]. The catalyst class is: 5. (7) The catalyst class is: 72. Product: [C:10]1([NH:9][C:7](=[O:8])[C:6]([OH:16])=[O:5])[CH:11]=[CH:12][CH:13]=[CH:14][CH:15]=1. Reactant: [OH-].[K+].C([O:5][C:6](=[O:16])[C:7]([NH:9][C:10]1[CH:15]=[CH:14][CH:13]=[CH:12][CH:11]=1)=[O:8])C. (8) Reactant: [N:1]1[CH:6]=[CH:5][CH:4]=[CH:3][C:2]=1[N:7]1[CH2:12][CH2:11][N:10]([CH2:13][C:14]2[NH:18][C:17]3[CH:19]=[CH:20][CH:21]=[CH:22][C:16]=3[N:15]=2)[CH2:9][CH2:8]1.[N:23]1([C:28](Cl)=[O:29])[CH2:27][CH2:26][CH2:25][CH2:24]1.C(N(CC)CC)C. Product: [N:1]1[CH:6]=[CH:5][CH:4]=[CH:3][C:2]=1[N:7]1[CH2:8][CH2:9][N:10]([CH2:13][C:14]2[N:15]([C:28]([N:23]3[CH2:27][CH2:26][CH2:25][CH2:24]3)=[O:29])[C:16]3[CH:22]=[CH:21][CH:20]=[CH:19][C:17]=3[N:18]=2)[CH2:11][CH2:12]1. The catalyst class is: 4. (9) Reactant: [C:1]([O:5][C:6]([N:8]1[CH2:12][CH:11]=[C:10]([C:13]2[CH:18]=[CH:17][C:16]([C:19](=[O:21])[NH2:20])=[C:15]([C:22]3[CH:27]=[CH:26][C:25]([O:28][C:29]4[CH:34]=[CH:33][CH:32]=[CH:31][CH:30]=4)=[CH:24][CH:23]=3)[N:14]=2)[CH2:9]1)=[O:7])([CH3:4])([CH3:3])[CH3:2]. Product: [C:19]([C:16]1[CH:17]=[CH:18][C:13]([CH:10]2[CH2:11][CH2:12][N:8]([C:6]([O:5][C:1]([CH3:4])([CH3:3])[CH3:2])=[O:7])[CH2:9]2)=[N:14][C:15]=1[C:22]1[CH:23]=[CH:24][C:25]([O:28][C:29]2[CH:34]=[CH:33][CH:32]=[CH:31][CH:30]=2)=[CH:26][CH:27]=1)(=[O:21])[NH2:20]. The catalyst class is: 407.